Dataset: Forward reaction prediction with 1.9M reactions from USPTO patents (1976-2016). Task: Predict the product of the given reaction. (1) Given the reactants Br[C:2]1[CH:3]=[C:4]2[C:9](=[CH:10][CH:11]=1)[N:8]=[CH:7][N:6]=[C:5]2[C:12]1[CH:13]=[C:14]([CH:26]=[C:27]([F:29])[CH:28]=1)[C:15]([N:17]1[CH2:22][CH2:21][N:20]([C:23](=[O:25])[CH3:24])[CH2:19][CH2:18]1)=[O:16].[CH3:30][O:31][C:32]1[N:37]=[CH:36][C:35](B(O)O)=[CH:34][CH:33]=1.[O-]P([O-])([O-])=O.[K+].[K+].[K+], predict the reaction product. The product is: [F:29][C:27]1[CH:26]=[C:14]([CH:13]=[C:12]([C:5]2[C:4]3[C:9](=[CH:10][CH:11]=[C:2]([C:35]4[CH:36]=[N:37][C:32]([O:31][CH3:30])=[CH:33][CH:34]=4)[CH:3]=3)[N:8]=[CH:7][N:6]=2)[CH:28]=1)[C:15]([N:17]1[CH2:18][CH2:19][N:20]([C:23](=[O:25])[CH3:24])[CH2:21][CH2:22]1)=[O:16]. (2) Given the reactants [F:1][C:2]1[N:7]=[CH:6][C:5](B(O)O)=[CH:4][CH:3]=1.C([O-])([O-])=O.[K+].[K+].Cl[C:18]1[CH:27]=[C:26]([C:28]([OH:30])=[O:29])[C:25]2[C:20](=[CH:21][CH:22]=[CH:23][CH:24]=2)[N:19]=1, predict the reaction product. The product is: [F:1][C:2]1[N:7]=[CH:6][C:5]([C:18]2[CH:27]=[C:26]([C:28]([OH:30])=[O:29])[C:25]3[C:20](=[CH:21][CH:22]=[CH:23][CH:24]=3)[N:19]=2)=[CH:4][CH:3]=1. (3) Given the reactants [Br:1][C:2]1[CH:11]=[CH:10][C:5]([C:6]([O:8][CH3:9])=[O:7])=[CH:4][C:3]=1[OH:12].[O:13]1[CH:18]=[CH:17][CH2:16][CH2:15][CH2:14]1, predict the reaction product. The product is: [Br:1][C:2]1[CH:11]=[CH:10][C:5]([C:6]([O:8][CH3:9])=[O:7])=[CH:4][C:3]=1[O:12][CH:14]1[CH2:15][CH2:16][CH2:17][CH2:18][O:13]1. (4) Given the reactants [H-].[Na+].[Cl:3][C:4]1[N:5]=[C:6](Cl)[C:7]2[N:13]=[C:12]([C:14]3[CH:19]=[CH:18][C:17]([F:20])=[CH:16][CH:15]=3)[CH:11]=[CH:10][C:8]=2[N:9]=1.[CH:22]([OH:25])([CH3:24])[CH3:23], predict the reaction product. The product is: [Cl:3][C:4]1[N:5]=[C:6]([O:25][CH:22]([CH3:24])[CH3:23])[C:7]2[N:13]=[C:12]([C:14]3[CH:19]=[CH:18][C:17]([F:20])=[CH:16][CH:15]=3)[CH:11]=[CH:10][C:8]=2[N:9]=1. (5) Given the reactants Br[C:2]1[CH:26]=[C:25]([O:27][CH:28]([CH3:30])[CH3:29])[C:24]([O:31][CH2:32][CH2:33][CH2:34][O:35][CH3:36])=[CH:23][C:3]=1[C:4]([N:6]([CH:20]([CH3:22])[CH3:21])[C@@H:7]1[CH2:12][CH2:11][CH2:10][N:9]([C:13]([O:15][C:16]([CH3:19])([CH3:18])[CH3:17])=[O:14])[CH2:8]1)=[O:5].C(=O)([O-])[O-].[Na+].[Na+].[C:43]1(B(O)O)[CH:48]=[CH:47][CH:46]=[CH:45][CH:44]=1.C(=O)([O-])O.[Na+], predict the reaction product. The product is: [CH:28]([O:27][C:25]1[C:24]([O:31][CH2:32][CH2:33][CH2:34][O:35][CH3:36])=[CH:23][C:3]([C:4]([N:6]([CH:20]([CH3:21])[CH3:22])[C@@H:7]2[CH2:12][CH2:11][CH2:10][N:9]([C:13]([O:15][C:16]([CH3:19])([CH3:18])[CH3:17])=[O:14])[CH2:8]2)=[O:5])=[C:2]([C:43]2[CH:48]=[CH:47][CH:46]=[CH:45][CH:44]=2)[CH:26]=1)([CH3:30])[CH3:29].